This data is from Retrosynthesis with 50K atom-mapped reactions and 10 reaction types from USPTO. The task is: Predict the reactants needed to synthesize the given product. (1) Given the product COC(=O)c1ccccc1CSc1ccccc1NS(=O)(=O)c1cc2ccccc2o1, predict the reactants needed to synthesize it. The reactants are: COC(=O)c1ccccc1CSc1ccccc1N.O=S(=O)(Cl)c1cc2ccccc2o1. (2) The reactants are: COC(=O)c1ccc2[nH]c(C(=O)OCc3ccccc3)cc2c1. Given the product COC(=O)c1ccc2[nH]c(C(=O)O)cc2c1, predict the reactants needed to synthesize it. (3) Given the product CC(C)(C)OC(=O)NC1CN(c2ccc3ccccc3n2)C1, predict the reactants needed to synthesize it. The reactants are: CC(C)(C)OC(=O)NC1CNC1.Clc1ccc2ccccc2n1. (4) Given the product CN(C)C(=O)c1ccc2cnc(Br)cc2n1, predict the reactants needed to synthesize it. The reactants are: CNC.O=C(O)c1ccc2cnc(Br)cc2n1. (5) Given the product CCOC1(C#N)C=CC(C2CCCCC2=O)=CC1, predict the reactants needed to synthesize it. The reactants are: CCOC1(C#N)C=CC(C2(C(=O)OC)CCCCC2=O)=CC1. (6) The reactants are: CC(=O)c1ccc(-c2nc3n(c2-c2ccc(C4(NC(=O)OC(C)(C)C)CCC4)cc2)-c2cccnc2Nc2ccccc2-3)cc1. Given the product CC(=O)c1ccc(-c2nc3n(c2-c2ccc(C4(N)CCC4)cc2)-c2cccnc2Nc2ccccc2-3)cc1, predict the reactants needed to synthesize it. (7) Given the product CCCCCC(O)c1ccc(Oc2ccc3ccccc3n2)cn1, predict the reactants needed to synthesize it. The reactants are: CCCCCBr.O=Cc1ccc(Oc2ccc3ccccc3n2)cn1.